From a dataset of Catalyst prediction with 721,799 reactions and 888 catalyst types from USPTO. Predict which catalyst facilitates the given reaction. (1) Reactant: [C:1]([C:3]1[C:29](=[O:30])[C@@H:28]([CH3:31])[C@@H:6]2[CH2:7][CH2:8][C:9]3[CH:10]=[N:11][C:12]([C:15]4[CH:27]=[CH:26][C:18]([C:19]([NH:21]/[C:22](=[N:24]\[OH:25])/[CH3:23])=O)=[CH:17][CH:16]=4)=[N:13][C:14]=3[C@@:5]2([C:32]2[CH:37]=[CH:36][CH:35]=[CH:34][CH:33]=2)[CH:4]=1)#[N:2].C(P1(=O)OP(=O)(CCC)OP(=O)(CCC)O1)CC.C(OCC)(=O)C. Product: [CH3:31][C@H:28]1[C@@H:6]2[CH2:7][CH2:8][C:9]3[CH:10]=[N:11][C:12]([C:15]4[CH:16]=[CH:17][C:18]([C:19]5[O:25][N:24]=[C:22]([CH3:23])[N:21]=5)=[CH:26][CH:27]=4)=[N:13][C:14]=3[C@@:5]2([C:32]2[CH:37]=[CH:36][CH:35]=[CH:34][CH:33]=2)[CH:4]=[C:3]([C:1]#[N:2])[C:29]1=[O:30]. The catalyst class is: 12. (2) Reactant: [Cu][C:2]#N.C[Li].C(OCC)C.Br[CH2:12][C:13]1[C:17]([O:18][C:19]2[CH:24]=[CH:23][CH:22]=[C:21]([O:25][C:26]([F:29])([F:28])[F:27])[CH:20]=2)=[N:16][N:15]([C:30]2[CH:35]=[CH:34][C:33]([C:36]([F:39])([F:38])[F:37])=[CH:32][CH:31]=2)[N:14]=1. Product: [CH2:12]([C:13]1[C:17]([O:18][C:19]2[CH:24]=[CH:23][CH:22]=[C:21]([O:25][C:26]([F:29])([F:28])[F:27])[CH:20]=2)=[N:16][N:15]([C:30]2[CH:35]=[CH:34][C:33]([C:36]([F:39])([F:38])[F:37])=[CH:32][CH:31]=2)[N:14]=1)[CH3:2]. The catalyst class is: 7. (3) Reactant: [CH2:1]([O:3][C:4](=[O:14])[C:5]1[C:10]([Cl:11])=[CH:9][C:8](Cl)=[N:7][C:6]=1[CH3:13])[CH3:2].[CH2:15]([C:17]1[CH:22]=[CH:21][CH:20]=[C:19]([CH2:23][CH3:24])[C:18]=1B(O)O)[CH3:16].C(=O)([O-])[O-].[Na+].[Na+]. Product: [CH2:1]([O:3][C:4](=[O:14])[C:5]1[C:10]([Cl:11])=[CH:9][C:8]([C:18]2[C:19]([CH2:23][CH3:24])=[CH:20][CH:21]=[CH:22][C:17]=2[CH2:15][CH3:16])=[N:7][C:6]=1[CH3:13])[CH3:2]. The catalyst class is: 109.